Dataset: Peptide-MHC class I binding affinity with 185,985 pairs from IEDB/IMGT. Task: Regression. Given a peptide amino acid sequence and an MHC pseudo amino acid sequence, predict their binding affinity value. This is MHC class I binding data. (1) The peptide sequence is YLIPSVTSL. The MHC is HLA-A24:03 with pseudo-sequence HLA-A24:03. The binding affinity (normalized) is 0.0847. (2) The peptide sequence is EDLVNLLPA. The MHC is H-2-Kk with pseudo-sequence H-2-Kk. The binding affinity (normalized) is 0.0929. (3) The peptide sequence is SSIVRQLFK. The MHC is HLA-A03:01 with pseudo-sequence HLA-A03:01. The binding affinity (normalized) is 0.623. (4) The binding affinity (normalized) is 0.346. The peptide sequence is QAWCWFGGK. The MHC is HLA-A68:01 with pseudo-sequence HLA-A68:01. (5) The peptide sequence is CTDDNALAY. The MHC is HLA-B15:01 with pseudo-sequence HLA-B15:01. The binding affinity (normalized) is 0.0847. (6) The peptide sequence is ISDNKKEYK. The MHC is HLA-A03:01 with pseudo-sequence HLA-A03:01. The binding affinity (normalized) is 0.298. (7) The peptide sequence is QATTNKATL. The MHC is H-2-Db with pseudo-sequence H-2-Db. The binding affinity (normalized) is 0.596. (8) The peptide sequence is MTYLDGHPV. The MHC is HLA-A30:02 with pseudo-sequence HLA-A30:02. The binding affinity (normalized) is 0.213.